Dataset: Forward reaction prediction with 1.9M reactions from USPTO patents (1976-2016). Task: Predict the product of the given reaction. Given the reactants C(=O)([O-])[O-].[K+].[K+].Br[CH2:8][C:9]([O:11][CH3:12])=[O:10].[C:13]([O:17][C:18]([NH:20][CH:21]1[CH2:26][CH2:25][CH2:24][N:23]([C:27]2[CH:32]=[CH:31][CH:30]=[C:29]([OH:33])[CH:28]=2)[CH2:22]1)=[O:19])([CH3:16])([CH3:15])[CH3:14], predict the reaction product. The product is: [C:13]([O:17][C:18]([NH:20][CH:21]1[CH2:26][CH2:25][CH2:24][N:23]([C:27]2[CH:28]=[C:29]([CH:30]=[CH:31][CH:32]=2)[O:33][CH2:8][C:9]([O:11][CH3:12])=[O:10])[CH2:22]1)=[O:19])([CH3:16])([CH3:14])[CH3:15].